This data is from Forward reaction prediction with 1.9M reactions from USPTO patents (1976-2016). The task is: Predict the product of the given reaction. Given the reactants [CH2:1]([O:8][CH:9]([C:14]1[CH:15]=[C:16]([CH:36]=[CH:37][CH:38]=1)[CH2:17][C:18]1[N:19]=[C:20](Cl)[C:21]2[C:29]3[C:24](=[CH:25][C:26]([C:30]([O:32][CH3:33])=[O:31])=[CH:27][CH:28]=3)[NH:23][C:22]=2[N:34]=1)[C:10]([F:13])([F:12])[F:11])[C:2]1[CH:7]=[CH:6][CH:5]=[CH:4][CH:3]=1.[NH2:39][CH2:40][CH2:41][CH2:42][N:43]([CH3:48])[CH2:44][CH2:45][CH2:46][NH2:47].CO, predict the reaction product. The product is: [NH2:39][CH2:40][CH2:41][CH2:42][N:43]([CH3:48])[CH2:44][CH2:45][CH2:46][NH:47][C:20]1[C:21]2[C:29]3[C:24](=[CH:25][C:26]([C:30]([O:32][CH3:33])=[O:31])=[CH:27][CH:28]=3)[NH:23][C:22]=2[N:34]=[C:18]([CH2:17][C:16]2[CH:36]=[CH:37][CH:38]=[C:14]([CH:9]([O:8][CH2:1][C:2]3[CH:7]=[CH:6][CH:5]=[CH:4][CH:3]=3)[C:10]([F:13])([F:12])[F:11])[CH:15]=2)[N:19]=1.